Task: Predict the product of the given reaction.. Dataset: Forward reaction prediction with 1.9M reactions from USPTO patents (1976-2016) (1) The product is: [F:26][C:27]([F:38])([F:39])[C:28]1[CH:29]=[CH:30][C:31]([CH2:34][C:35]([NH:1][C:2]2[CH:3]=[C:4]([C:8]3[C:16]4[C:11](=[CH:12][CH:13]=[C:14]([C:17]([NH2:19])=[O:18])[CH:15]=4)[NH:10][N:9]=3)[CH:5]=[CH:6][CH:7]=2)=[O:36])=[CH:32][CH:33]=1. Given the reactants [NH2:1][C:2]1[CH:3]=[C:4]([C:8]2[C:16]3[C:11](=[CH:12][CH:13]=[C:14]([C:17]([NH2:19])=[O:18])[CH:15]=3)[N:10](C3CCCCO3)[N:9]=2)[CH:5]=[CH:6][CH:7]=1.[F:26][C:27]([F:39])([F:38])[C:28]1[CH:33]=[CH:32][C:31]([CH2:34][C:35](O)=[O:36])=[CH:30][CH:29]=1.CCN=C=NCCCN(C)C, predict the reaction product. (2) Given the reactants [CH3:1][O:2][C:3](=[O:40])[C@@H:4]([NH:17][C:18]([C:20]1[CH:39]=[CH:38][C:23]2[N:24]([CH:32]3[CH2:37][CH2:36][CH2:35][CH2:34][CH2:33]3)[C:25]([C:27]3[CH:31]=[CH:30][O:29][CH:28]=3)=[N:26][C:22]=2[CH:21]=1)=[O:19])[CH2:5][C:6]1[C:14]2[C:9](=[CH:10][CH:11]=[C:12]([OH:15])[CH:13]=2)[N:8]([CH3:16])[CH:7]=1.C(=O)([O-])[O-].[Cs+].[Cs+].C([CH2:51][C:52](Br)([CH3:56])[C:53]([O-:55])=[O:54])(C)(C)C, predict the reaction product. The product is: [CH3:1][O:2][C:3](=[O:40])[C@@H:4]([NH:17][C:18]([C:20]1[CH:39]=[CH:38][C:23]2[N:24]([CH:32]3[CH2:33][CH2:34][CH2:35][CH2:36][CH2:37]3)[C:25]([C:27]3[CH:31]=[CH:30][O:29][CH:28]=3)=[N:26][C:22]=2[CH:21]=1)=[O:19])[CH2:5][C:6]1[C:14]2[C:9](=[CH:10][CH:11]=[C:12]([O:15][C:52]([C:53]([OH:55])=[O:54])([CH3:56])[CH3:51])[CH:13]=2)[N:8]([CH3:16])[CH:7]=1. (3) The product is: [F:1][C:2]([F:13])([F:14])[O:3][C:4]1[CH:5]=[CH:6][C:7]([NH:10][C:11](=[O:12])[O:18][C:16]([CH3:19])([CH3:17])[CH3:15])=[CH:8][CH:9]=1. Given the reactants [F:1][C:2]([F:14])([F:13])[O:3][C:4]1[CH:9]=[CH:8][C:7]([N:10]=[C:11]=[O:12])=[CH:6][CH:5]=1.[CH3:15][C:16]([CH3:19])([O-:18])[CH3:17].[K+], predict the reaction product. (4) Given the reactants [C:1]([C@:5]1([CH3:34])[C@@H:18]2[C@@:9]3([CH2:20][CH2:19][C@:16]4([CH2:17]2)[C@@:11]25[C:27]6[C:22](=[CH:23][CH:24]=[C:25]([OH:29])[C:26]=6[O:28][C@@H:10]32)[CH2:21][C@H:15]4[N:14]([CH2:30][CH:31]2[CH2:33][CH2:32]2)[CH2:13][CH2:12]5)[O:8][CH2:7][O:6]1)([CH3:4])([CH3:3])[CH3:2].C(S(C[C:36]1[CH:41]=[CH:40][CH:39]=[CH:38][CH:37]=1)=O)[C:36]1[CH:41]=[CH:40][CH:39]=[CH:38][CH:37]=1, predict the reaction product. The product is: [C:1]([C@:5]1([CH3:34])[C@@H:18]2[C@@:9]3([CH2:20][CH2:19][C@:16]4([CH2:17]2)[C@@:11]25[C:27]6[C:22](=[CH:23][CH:24]=[C:25]([OH:29])[C:26]=6[O:28][C@@H:10]32)[CH2:21][C@H:15]4[N:14]([CH2:30][CH:31]2[CH2:32][CH2:33]2)[CH2:13][CH2:12]5)[O:8][CH:7]([C:36]2[CH:41]=[CH:40][CH:39]=[CH:38][CH:37]=2)[O:6]1)([CH3:4])([CH3:2])[CH3:3]. (5) Given the reactants [O:1]=[C:2]([CH3:21])[CH2:3][C:4]([C@H:6]1[CH2:10][CH2:9][CH2:8][N:7]1[C:11]([O:13][CH2:14][C:15]1[CH:20]=[CH:19][CH:18]=[CH:17][CH:16]=1)=[O:12])=[O:5].[H-].[Na+].[Cl:24][C:25]1[CH:32]=[CH:31][C:28]([CH2:29]Br)=[CH:27][CH:26]=1, predict the reaction product. The product is: [Cl:24][C:25]1[CH:32]=[CH:31][C:28]([CH2:29][CH:3]([C:2](=[O:1])[CH3:21])[C:4]([C@H:6]2[CH2:10][CH2:9][CH2:8][N:7]2[C:11]([O:13][CH2:14][C:15]2[CH:16]=[CH:17][CH:18]=[CH:19][CH:20]=2)=[O:12])=[O:5])=[CH:27][CH:26]=1.